Dataset: Peptide-MHC class I binding affinity with 185,985 pairs from IEDB/IMGT. Task: Regression. Given a peptide amino acid sequence and an MHC pseudo amino acid sequence, predict their binding affinity value. This is MHC class I binding data. The peptide sequence is AFLQYRRL. The MHC is H-2-Kb with pseudo-sequence H-2-Kb. The binding affinity (normalized) is 0.362.